This data is from Reaction yield outcomes from USPTO patents with 853,638 reactions. The task is: Predict the reaction yield, written as a fraction of the theoretical maximum amount of product (1.0 means a 100% yield; for example, 0.34 means a 34% yield). (1) The reactants are Br[C:2]1[S:6][C:5]([NH:7][C:8]([NH:10][C:11]2[CH:16]=[CH:15][C:14]([CH3:17])=[CH:13][C:12]=2[C:18]([CH:20]2[CH2:24][CH2:23][CH2:22][CH2:21]2)=[O:19])=[O:9])=[N:4][CH:3]=1.[CH3:25][O:26][C:27](=[O:39])[CH:28]([NH:31][C:32]([O:34][C:35]([CH3:38])([CH3:37])[CH3:36])=[O:33])[CH2:29][SH:30]. No catalyst specified. The product is [CH3:25][O:26][C:27](=[O:39])[CH:28]([NH:31][C:32]([O:34][C:35]([CH3:37])([CH3:36])[CH3:38])=[O:33])[CH2:29][S:30][C:2]1[S:6][C:5]([NH:7][C:8]([NH:10][C:11]2[CH:16]=[CH:15][C:14]([CH3:17])=[CH:13][C:12]=2[C:18]([CH:20]2[CH2:24][CH2:23][CH2:22][CH2:21]2)=[O:19])=[O:9])=[N:4][CH:3]=1. The yield is 0.350. (2) The reactants are [C:1]([C:5]1[CH:10]=[CH:9][C:8]([S:11]([CH:14]2[CH2:19][CH2:18][NH:17][CH2:16][CH2:15]2)(=[O:13])=[O:12])=[CH:7][CH:6]=1)([CH3:4])([CH3:3])[CH3:2].Br[C:21]1[CH:26]=[CH:25][CH:24]=[CH:23][C:22]=1[C:27]([F:30])([F:29])[F:28]. No catalyst specified. The product is [C:1]([C:5]1[CH:6]=[CH:7][C:8]([S:11]([CH:14]2[CH2:15][CH2:16][N:17]([C:21]3[CH:26]=[CH:25][CH:24]=[CH:23][C:22]=3[C:27]([F:30])([F:29])[F:28])[CH2:18][CH2:19]2)(=[O:13])=[O:12])=[CH:9][CH:10]=1)([CH3:4])([CH3:2])[CH3:3]. The yield is 0.170. (3) The reactants are [C:1]([O:4][C@H:5]1[C@@H:19]([O:20][C:21](=[O:23])[CH3:22])[C@H:18]([O:24][C:25](=[O:27])[CH3:26])[C@@H:17]([CH2:28][O:29][C:30](=[O:32])[CH3:31])[O:16][C@@H:6]1[O:7][C:8]1[CH:13]=[CH:12][C:11](I)=[CH:10][C:9]=1[Cl:15])(=[O:3])[CH3:2].CC1(C)C(C)(C)OB([C:41]2[CH:42]=[C:43]3[CH:49]=[CH:48][NH:47][C:44]3=[N:45][CH:46]=2)O1.[O-]P([O-])([O-])=O.[K+].[K+].[K+]. No catalyst specified. The product is [C:1]([O:4][C@H:5]1[C@@H:19]([O:20][C:21](=[O:23])[CH3:22])[C@H:18]([O:24][C:25](=[O:27])[CH3:26])[C@@H:17]([CH2:28][O:29][C:30](=[O:32])[CH3:31])[O:16][C@@H:6]1[O:7][C:8]1[CH:13]=[CH:12][C:11]([C:41]2[CH:42]=[C:43]3[CH:49]=[CH:48][NH:47][C:44]3=[N:45][CH:46]=2)=[CH:10][C:9]=1[Cl:15])(=[O:3])[CH3:2]. The yield is 0.560. (4) The reactants are [CH3:1][N:2]=[C:3]=[O:4].C(N(CC)CC)C.[CH2:12]([O:14][C:15](=[O:37])[CH:16]([O:34][CH2:35][CH3:36])[CH2:17][C:18]1[CH:23]=[CH:22][C:21]([O:24][CH2:25][CH2:26][C:27]2[CH:32]=[CH:31][C:30]([OH:33])=[CH:29][CH:28]=2)=[CH:20][CH:19]=1)[CH3:13].C(OCC)C. The catalyst is ClCCl. The product is [CH2:12]([O:14][C:15](=[O:37])[CH:16]([O:34][CH2:35][CH3:36])[CH2:17][C:18]1[CH:23]=[CH:22][C:21]([O:24][CH2:25][CH2:26][C:27]2[CH:28]=[CH:29][C:30]([O:33][C:3](=[O:4])[NH:2][CH3:1])=[CH:31][CH:32]=2)=[CH:20][CH:19]=1)[CH3:13]. The yield is 0.470. (5) The reactants are [C:1]([C:5]1[CH:24]=[CH:23][C:8]([C:9]([C:11]2[N:12]([CH2:16][CH2:17][CH2:18][C:19]([O:21][CH3:22])=[O:20])[CH:13]=[CH:14][CH:15]=2)=O)=[CH:7][CH:6]=1)([CH3:4])([CH3:3])[CH3:2].[Li+].C[Si]([N-][Si](C)(C)C)(C)C.C1COCC1.S(Cl)(C)(=O)=O. The catalyst is C1COCC1.C(OCC)(=O)C. The product is [C:1]([C:5]1[CH:24]=[CH:23][C:8]([C:9]2[C:11]3[N:12]([CH:13]=[CH:14][CH:15]=3)[CH2:16][CH2:17][C:18]=2[C:19]([O:21][CH3:22])=[O:20])=[CH:7][CH:6]=1)([CH3:4])([CH3:3])[CH3:2]. The yield is 0.660. (6) The reactants are [CH3:1][C:2]1[O:6][N:5]=[C:4]([C:7]2[CH:12]=[CH:11][CH:10]=[CH:9][CH:8]=2)[C:3]=1[CH2:13][O:14][C:15]1[CH:23]=[CH:22][C:18]([C:19]([OH:21])=O)=[CH:17][N:16]=1.[NH2:24][CH:25]1[CH2:29][CH2:28][CH2:27][CH:26]1[OH:30]. No catalyst specified. The product is [OH:30][CH:26]1[CH2:27][CH2:28][CH2:29][CH:25]1[NH:24][C:19](=[O:21])[C:18]1[CH:22]=[CH:23][C:15]([O:14][CH2:13][C:3]2[C:4]([C:7]3[CH:8]=[CH:9][CH:10]=[CH:11][CH:12]=3)=[N:5][O:6][C:2]=2[CH3:1])=[N:16][CH:17]=1. The yield is 0.310. (7) The reactants are Br[C:2]1[CH:7]=[CH:6][C:5]2[C:8]3[CH2:13][CH2:12][N:11]([C:14]([O:16][C:17]([CH3:20])([CH3:19])[CH3:18])=[O:15])[CH2:10][C:9]=3[O:21][C:4]=2[CH:3]=1.[F:22][C:23]1[CH:24]=[CH:25][C:26]([CH2:29][O:30][C:31]2[CH:36]=[CH:35][NH:34][C:33](=[O:37])[CH:32]=2)=[N:27][CH:28]=1.C([O-])([O-])=O.[Cs+].[Cs+].CN[C@H]1CCCC[C@@H]1NC. The catalyst is C1(C)C=CC=CC=1.[Cl-].[Na+].O.[NH4+].[OH-].C(Cl)Cl.[Cu](I)I. The product is [F:22][C:23]1[CH:24]=[CH:25][C:26]([CH2:29][O:30][C:31]2[CH:36]=[CH:35][N:34]([C:2]3[CH:7]=[CH:6][C:5]4[C:8]5[CH2:13][CH2:12][N:11]([C:14]([O:16][C:17]([CH3:20])([CH3:19])[CH3:18])=[O:15])[CH2:10][C:9]=5[O:21][C:4]=4[CH:3]=3)[C:33](=[O:37])[CH:32]=2)=[N:27][CH:28]=1. The yield is 0.780. (8) The reactants are F[C:2]1[CH:9]=[CH:8][CH:7]=[CH:6][C:3]=1[CH:4]=[O:5].[CH3:10][C@H:11]1[O:16][C@@H:15]([CH3:17])[CH2:14][NH:13][CH2:12]1. No catalyst specified. The product is [CH3:17][C@H:15]1[O:16][C@@H:11]([CH3:10])[CH2:12][N:13]([C:2]2[CH:9]=[CH:8][CH:7]=[CH:6][C:3]=2[CH:4]=[O:5])[CH2:14]1. The yield is 0.840. (9) The reactants are [Cl:1][C:2]1[CH:9]=[N:8][CH:7]=[C:6]([C:10]2[CH:15]=[CH:14][C:13]([OH:16])=[CH:12][CH:11]=2)[C:3]=1[C:4]#[N:5].[CH3:17][O:18][C:19]1[CH:24]=[CH:23][C:22](B(O)O)=[CH:21][CH:20]=1.N1C=CC=CC=1. The catalyst is ClCCl.C([O-])(=O)C.[Cu+2].C([O-])(=O)C. The product is [Cl:1][C:2]1[CH:9]=[N:8][CH:7]=[C:6]([C:10]2[CH:15]=[CH:14][C:13]([O:16][C:22]3[CH:23]=[CH:24][C:19]([O:18][CH3:17])=[CH:20][CH:21]=3)=[CH:12][CH:11]=2)[C:3]=1[C:4]#[N:5]. The yield is 0.670.